The task is: Predict the product of the given reaction.. This data is from Forward reaction prediction with 1.9M reactions from USPTO patents (1976-2016). (1) Given the reactants Br[C:2]1[C:10]2[C:5](=[CH:6][C:7]([C:11]([O:13][CH3:14])=[O:12])=[CH:8][CH:9]=2)[N:4]([CH2:15][C:16]([O:18][C:19]([CH3:22])([CH3:21])[CH3:20])=[O:17])[N:3]=1.[CH2:23]([O:27]C=C)[CH2:24]CC.C1(P(C2C=CC=CC=2)C2C=CC=CC=2)C=CC=CC=1, predict the reaction product. The product is: [C:23]([C:2]1[C:10]2[C:5](=[CH:6][C:7]([C:11]([O:13][CH3:14])=[O:12])=[CH:8][CH:9]=2)[N:4]([CH2:15][C:16]([O:18][C:19]([CH3:22])([CH3:21])[CH3:20])=[O:17])[N:3]=1)(=[O:27])[CH3:24]. (2) Given the reactants ClC1C=C(C(OO)=[O:9])C=CC=1.[CH3:12][S:13][C:14]1[CH:15]=[N:16][CH:17]=[C:18]([C:20]#[C:21][C:22]2[CH:27]=[CH:26][CH:25]=[CH:24][CH:23]=2)[CH:19]=1, predict the reaction product. The product is: [CH3:12][S:13]([C:14]1[CH:15]=[N:16][CH:17]=[C:18]([C:20]#[C:21][C:22]2[CH:27]=[CH:26][CH:25]=[CH:24][CH:23]=2)[CH:19]=1)=[O:9]. (3) The product is: [CH:25]([O:28][C:29]([N:31]1[CH2:37][CH2:36][CH2:35][CH:34]([N:38]([C:6](=[O:7])[C:5]2[CH:4]=[C:3]([C:2]([F:17])([F:16])[F:1])[CH:11]=[C:10]([C:12]([F:15])([F:14])[F:13])[CH:9]=2)[C:39]2[CH:40]=[N:41][CH:42]=[CH:43][CH:44]=2)[C:33]2[CH:45]=[C:46]([CH3:53])[C:47]([C:49]([F:51])([F:52])[F:50])=[CH:48][C:32]1=2)=[O:30])([CH3:27])[CH3:26]. Given the reactants [F:1][C:2]([F:17])([F:16])[C:3]1[CH:4]=[C:5]([CH:9]=[C:10]([C:12]([F:15])([F:14])[F:13])[CH:11]=1)[C:6](Cl)=[O:7].C(N(CC)CC)C.[CH:25]([O:28][C:29]([N:31]1[CH2:37][CH2:36][CH2:35][CH:34]([NH:38][C:39]2[CH:40]=[N:41][CH:42]=[CH:43][CH:44]=2)[C:33]2[CH:45]=[C:46]([CH3:53])[C:47]([C:49]([F:52])([F:51])[F:50])=[CH:48][C:32]1=2)=[O:30])([CH3:27])[CH3:26], predict the reaction product. (4) Given the reactants CN(C(ON1N=N[C:11]2[CH:12]=[CH:13][CH:14]=N[C:10]1=2)=[N+](C)C)C.F[P-](F)(F)(F)(F)F.[NH2:25][CH:26]([C:32]([C:34]1[CH:39]=[CH:38][C:37]([Br:40])=[CH:36][CH:35]=1)=[O:33])[CH2:27][C:28]([O:30][CH3:31])=[O:29].[C:41]([N:48]1[CH2:55][CH2:54][CH2:53][C@H:49]1[C:50]([OH:52])=[O:51])([O:43][C:44]([CH3:47])([CH3:46])[CH3:45])=[O:42].[C:56]([O-])(O)=O.[Na+], predict the reaction product. The product is: [CH2:31]([O:30][C:28](=[O:29])[CH2:27][CH:26]([NH:25][C:50]([C@@H:49]1[CH2:53][CH2:54][CH2:55][N:48]1[C:41]([O:43][C:44]([CH3:45])([CH3:46])[CH3:47])=[O:42])=[O:52])[C:32]([C:34]1[CH:35]=[CH:36][C:37]([Br:40])=[CH:38][CH:39]=1)=[O:33])[C:10]1[CH:56]=[CH:14][CH:13]=[CH:12][CH:11]=1.[CH3:31][O:30][C:28](=[O:29])[CH2:27][CH:26]([NH:25][C:50]([C@@H:49]1[CH2:53][CH2:54][CH2:55][N:48]1[C:41]([O:43][C:44]([CH3:47])([CH3:46])[CH3:45])=[O:42])=[O:51])[C:32]([C:34]1[CH:35]=[CH:36][C:37]([Br:40])=[CH:38][CH:39]=1)=[O:33]. (5) Given the reactants [Cl:1][C:2]1[C:3](I)=[N:4][C:5]([O:10][CH3:11])=[C:6]([O:8][CH3:9])[CH:7]=1.[Cu](C#N)[C:14]#[N:15], predict the reaction product. The product is: [Cl:1][C:2]1[C:3]([C:14]#[N:15])=[N:4][C:5]([O:10][CH3:11])=[C:6]([O:8][CH3:9])[CH:7]=1. (6) Given the reactants [Br:1][C:2]1[CH:7]=[CH:6][CH:5]=[CH:4][C:3]=1[CH2:8][C:9]([OH:11])=[O:10].S(=O)(=O)(O)O.[CH3:17][CH2:18]O, predict the reaction product. The product is: [CH2:17]([O:10][C:9](=[O:11])[CH2:8][C:3]1[CH:4]=[CH:5][CH:6]=[CH:7][C:2]=1[Br:1])[CH3:18]. (7) Given the reactants [Br:1][C:2]1[CH:6]=[N:5][N:4]([CH3:7])[C:3]=1[C:8]1[CH:9]=[C:10]([NH:15][C:16]([NH:18][C:19]2[CH:24]=[CH:23][C:22]([F:25])=[CH:21][C:20]=2[F:26])=[O:17])[CH:11]=[CH:12][C:13]=1[OH:14].C1C=CC(P(C2C=CC=CC=2)C2C=CC=CC=2)=CC=1.[CH3:46][N:47]([CH3:51])[CH2:48][CH2:49]O.CC(OC(/N=N/C(OC(C)C)=O)=O)C, predict the reaction product. The product is: [Br:1][C:2]1[CH:6]=[N:5][N:4]([CH3:7])[C:3]=1[C:8]1[CH:9]=[C:10]([NH:15][C:16]([NH:18][C:19]2[CH:24]=[CH:23][C:22]([F:25])=[CH:21][C:20]=2[F:26])=[O:17])[CH:11]=[CH:12][C:13]=1[O:14][CH2:49][CH2:48][N:47]([CH3:51])[CH3:46].